From a dataset of Forward reaction prediction with 1.9M reactions from USPTO patents (1976-2016). Predict the product of the given reaction. Given the reactants [CH3:1][C:2]1[CH:6]=[CH:5][O:4][C:3]=1[C:7]([NH:9][C:10]1[CH:11]=[C:12]([CH:28]=[CH:29][CH:30]=1)[O:13][C:14]1[CH:19]=[CH:18][N:17]=[C:16]([C:20]2[NH:24][CH:23]=[C:22]([C:25]([OH:27])=[O:26])[CH:21]=2)[CH:15]=1)=[O:8].[CH2:31](O)[CH2:32][OH:33].O.C([O-])(O)=O.[Na+], predict the reaction product. The product is: [CH3:1][C:2]1[CH:6]=[CH:5][O:4][C:3]=1[C:7]([NH:9][C:10]1[CH:11]=[C:12]([CH:28]=[CH:29][CH:30]=1)[O:13][C:14]1[CH:19]=[CH:18][N:17]=[C:16]([C:20]2[NH:24][CH:23]=[C:22]([C:25]([O:27][CH2:31][CH2:32][OH:33])=[O:26])[CH:21]=2)[CH:15]=1)=[O:8].